From a dataset of Forward reaction prediction with 1.9M reactions from USPTO patents (1976-2016). Predict the product of the given reaction. (1) Given the reactants CC(C)[CH2:3][CH2:4][NH2:5].[Br:7][C:8]1[S:9][C:10]([C:13]([NH2:15])=[O:14])=[CH:11][N:12]=1.[N+:16]([C:19]1[CH:27]=[CH:26][C:22]([C:23](O)=O)=[CH:21]C=1)([O-])=O, predict the reaction product. The product is: [Br:7][C:8]1[S:9][C:10]([C:13]([NH:15][CH2:23][C:22]2[CH:26]=[CH:27][C:19]3[N:16]([CH:3]=[CH:4][N:5]=3)[CH:21]=2)=[O:14])=[CH:11][N:12]=1. (2) Given the reactants [F:1][C:2]1[CH:7]=[CH:6][C:5]([C:8](=[O:17])[CH2:9][C:10]2[CH:15]=[CH:14][C:13]([F:16])=[CH:12][CH:11]=2)=[CH:4][CH:3]=1.CS(C)=[O:20], predict the reaction product. The product is: [F:1][C:2]1[CH:7]=[CH:6][C:5]([C:8](=[O:17])[C:9]([C:10]2[CH:15]=[CH:14][C:13]([F:16])=[CH:12][CH:11]=2)=[O:20])=[CH:4][CH:3]=1.